Dataset: Full USPTO retrosynthesis dataset with 1.9M reactions from patents (1976-2016). Task: Predict the reactants needed to synthesize the given product. (1) Given the product [Cl:1][C:2]1[C:3]([O:12][C:13]2[CH:18]=[C:17]([O:19][CH2:20][CH2:21][O:22][CH2:23][CH2:24][O:25][CH3:26])[CH:16]=[CH:15][C:14]=2/[CH:27]=[CH:28]/[C:29]([OH:31])=[O:30])=[N:4][CH:5]=[C:6]([C:8]([F:9])([F:11])[F:10])[CH:7]=1, predict the reactants needed to synthesize it. The reactants are: [Cl:1][C:2]1[C:3]([O:12][C:13]2[CH:18]=[C:17]([O:19][CH2:20][CH2:21][O:22][CH2:23][CH2:24][O:25][CH3:26])[CH:16]=[CH:15][C:14]=2/[CH:27]=[CH:28]/[C:29]([O:31]CC)=[O:30])=[N:4][CH:5]=[C:6]([C:8]([F:11])([F:10])[F:9])[CH:7]=1.Cl. (2) Given the product [C:1]([O:5][C:6]([N:8]1[CH2:9][CH2:10][CH:11]([N:14]([CH:25]2[CH2:26][CH2:27][CH:28]([CH3:31])[CH2:29][CH2:30]2)[C:15]([NH:17][C:18]2[S:19][C:20]([CH2:23][N:47]3[CH2:48][CH2:49][N:44]([S:41]([CH2:40][CH3:39])(=[O:43])=[O:42])[CH2:51][CH2:50]3)=[CH:21][N:22]=2)=[O:16])[CH2:12][CH2:13]1)=[O:7])([CH3:3])([CH3:2])[CH3:4], predict the reactants needed to synthesize it. The reactants are: [C:1]([O:5][C:6]([N:8]1[CH2:13][CH2:12][CH:11]([N:14]([CH:25]2[CH2:30][CH2:29][CH:28]([CH3:31])[CH2:27][CH2:26]2)[C:15]([NH:17][C:18]2[S:19][C:20]([CH:23]=O)=[CH:21][N:22]=2)=[O:16])[CH2:10][CH2:9]1)=[O:7])([CH3:4])([CH3:3])[CH3:2].Cl.N1([CH2:39][CH2:40][S:41]([NH2:44])(=[O:43])=[O:42])CCNCC1.C([N:47]([CH2:50][CH3:51])[CH2:48][CH3:49])C.C(O[BH-](OC(=O)C)OC(=O)C)(=O)C.[Na+]. (3) Given the product [Cl:21][CH2:20][CH2:19][C:12]1[C:13]2[C:18](=[CH:17][CH:16]=[CH:15][CH:14]=2)[C:9]([OH:8])=[CH:10][C:11]=1[NH:22][C:23]([C:25]1[NH:26][C:27]2[C:32]([CH:33]=1)=[CH:31][C:30]([O:34][CH3:35])=[C:29]([O:36][CH3:37])[C:28]=2[O:38][CH3:39])=[O:24], predict the reactants needed to synthesize it. The reactants are: C([O:8][C:9]1[C:18]2[C:13](=[CH:14][CH:15]=[CH:16][CH:17]=2)[C:12]([CH2:19][CH2:20][Cl:21])=[C:11]([NH:22][C:23]([C:25]2[NH:26][C:27]3[C:32]([CH:33]=2)=[CH:31][C:30]([O:34][CH3:35])=[C:29]([O:36][CH3:37])[C:28]=3[O:38][CH3:39])=[O:24])[CH:10]=1)C1C=CC=CC=1. (4) Given the product [OH:10][CH2:9][C:7]1[N:8]=[C:3](/[CH:2]=[C:16](\[CH3:17])/[C:14]([O:13][CH2:12][CH3:11])=[O:15])[CH:4]=[CH:5][CH:6]=1, predict the reactants needed to synthesize it. The reactants are: O[CH2:2][C:3]1[N:8]=[C:7]([CH:9]=[O:10])[CH:6]=[CH:5][CH:4]=1.[CH3:11][CH2:12][O:13][C:14]([CH:16](P(OCC)(OCC)=O)[CH3:17])=[O:15].C[O-].[Na+]. (5) Given the product [Cl:23][C:24]1[CH:29]=[CH:28][CH:27]=[C:26]([Cl:30])[C:25]=1[NH:1][C:2]1[CH:14]=[C:13]([CH2:15][CH2:16][C:17]2[CH:18]=[CH:19][CH:20]=[CH:21][CH:22]=2)[CH:12]=[CH:11][C:3]=1[C:4]([O:6][C:7]([CH3:10])([CH3:9])[CH3:8])=[O:5], predict the reactants needed to synthesize it. The reactants are: [NH2:1][C:2]1[CH:14]=[C:13]([CH2:15][CH2:16][C:17]2[CH:22]=[CH:21][CH:20]=[CH:19][CH:18]=2)[CH:12]=[CH:11][C:3]=1[C:4]([O:6][C:7]([CH3:10])([CH3:9])[CH3:8])=[O:5].[Cl:23][C:24]1[CH:29]=[CH:28][CH:27]=[C:26]([Cl:30])[C:25]=1I.C(=O)([O-])[O-].[Cs+].[Cs+].C1(P(C2CCCCC2)C2C=CC=CC=2C2C(C(C)C)=CC(C(C)C)=CC=2C(C)C)CCCCC1. (6) Given the product [C:19]([O:18][C:16]([N:12]1[CH2:11][C@@H:10]([C:23]([OH:26])=[O:24])[C@H:9]([C:4]2[CH:5]=[CH:6][C:7]([Cl:8])=[C:2]([Cl:1])[CH:3]=2)[O:15][CH2:14][CH2:13]1)=[O:17])([CH3:20])([CH3:21])[CH3:22], predict the reactants needed to synthesize it. The reactants are: [Cl:1][C:2]1[CH:3]=[C:4]([C@@H:9]2[O:15][CH2:14][CH2:13][N:12]([C:16]([O:18][C:19]([CH3:22])([CH3:21])[CH3:20])=[O:17])[CH2:11][C@H:10]2[CH:23]=[O:24])[CH:5]=[CH:6][C:7]=1[Cl:8].Cl([O-])=[O:26].[Na+].P([O-])(O)(O)=O.[K+]. (7) Given the product [CH3:1][N:8]([C:27](=[O:28])[CH2:26][C:19]1[C:20]([F:25])=[CH:21][CH:22]=[C:23]([F:24])[C:18]=1[F:17])[NH2:9], predict the reactants needed to synthesize it. The reactants are: [CH2:1]([NH:8][NH2:9])C1C=CC=CC=1.C(N(CC)CC)C.[F:17][C:18]1[C:23]([F:24])=[CH:22][CH:21]=[C:20]([F:25])[C:19]=1[CH2:26][C:27](Cl)=[O:28].[Cl-].[NH4+]. (8) The reactants are: N#N.[F:3][C:4]1[C:9]([F:10])=[C:8]([O:11][CH3:12])[CH:7]=[CH:6][C:5]=1[CH2:13][CH:14]([NH:25]C(=O)OC(C)(C)C)[C:15]1[NH:19][C:18]2[CH:20]=[CH:21][C:22]([F:24])=[CH:23][C:17]=2[N:16]=1.Cl. Given the product [F:3][C:4]1[C:9]([F:10])=[C:8]([O:11][CH3:12])[CH:7]=[CH:6][C:5]=1[CH2:13][CH:14]([C:15]1[NH:19][C:18]2[CH:20]=[CH:21][C:22]([F:24])=[CH:23][C:17]=2[N:16]=1)[NH2:25], predict the reactants needed to synthesize it. (9) Given the product [CH3:30][N:31]([CH3:35])[C:32](=[O:33])[O:1][C:2]1[C:7]2[C:8](=[O:28])/[C:9](=[CH:11]/[C:12]3[C:20]4[C:15](=[CH:16][CH:17]=[CH:18][C:19]=4[C:21]4[CH:26]=[CH:25][CH:24]=[CH:23][CH:22]=4)[N:14]([CH3:27])[CH:13]=3)/[O:10][C:6]=2[CH:5]=[C:4]([O:29][C:32](=[O:33])[N:31]([CH3:35])[CH3:30])[CH:3]=1, predict the reactants needed to synthesize it. The reactants are: [OH:1][C:2]1[C:7]2[C:8](=[O:28])/[C:9](=[CH:11]/[C:12]3[C:20]4[C:15](=[CH:16][CH:17]=[CH:18][C:19]=4[C:21]4[CH:26]=[CH:25][CH:24]=[CH:23][CH:22]=4)[N:14]([CH3:27])[CH:13]=3)/[O:10][C:6]=2[CH:5]=[C:4]([OH:29])[CH:3]=1.[CH3:30][N:31]([CH3:35])[C:32](Cl)=[O:33]. (10) Given the product [N:27]1([CH2:26][C:23]2[CH:24]=[CH:25][C:20]([C:12]3[C:11]4[C:15](=[CH:16][CH:17]=[C:9]([C:5]5[CH:4]=[N:3][CH:8]=[CH:7][CH:6]=5)[CH:10]=4)[NH:14][C:13]=3[OH:18])=[N+:21]([O-:33])[CH:22]=2)[CH2:32][CH2:31][O:30][CH2:29][CH2:28]1, predict the reactants needed to synthesize it. The reactants are: [H-].[Na+].[N:3]1[CH:8]=[CH:7][CH:6]=[C:5]([C:9]2[CH:10]=[C:11]3[C:15](=[CH:16][CH:17]=2)[NH:14][C:13](=[O:18])[CH2:12]3)[CH:4]=1.Cl[C:20]1[CH:25]=[CH:24][C:23]([CH2:26][N:27]2[CH2:32][CH2:31][O:30][CH2:29][CH2:28]2)=[CH:22][N+:21]=1[O-:33].